This data is from Catalyst prediction with 721,799 reactions and 888 catalyst types from USPTO. The task is: Predict which catalyst facilitates the given reaction. (1) Reactant: C([O:3][C:4]([C:6]1[CH:7]=[N:8][N:9]([C:12]2[CH:17]=[CH:16][C:15]([Br:18])=[CH:14][N:13]=2)[C:10]=1[CH3:11])=[O:5])C.C(O)C.[OH-].[Na+]. Product: [Br:18][C:15]1[CH:16]=[CH:17][C:12]([N:9]2[C:10]([CH3:11])=[C:6]([C:4]([OH:5])=[O:3])[CH:7]=[N:8]2)=[N:13][CH:14]=1. The catalyst class is: 6. (2) Reactant: [F:1][C:2]1[CH:8]=[C:7]([O:9][C:10]2[C:19]3[C:14](=[CH:15][C:16]([O:22][CH2:23][CH2:24][CH2:25][N:26]4[CH2:31][CH2:30][O:29][CH2:28][CH2:27]4)=[C:17]([O:20][CH3:21])[CH:18]=3)[N:13]=[CH:12][CH:11]=2)[CH:6]=[CH:5][C:3]=1[NH2:4].C(N(CC)CC)C.ClC(Cl)(O[C:43](=[O:49])OC(Cl)(Cl)Cl)Cl.[F:51][C:52]1[CH:57]=[C:56]([F:58])[CH:55]=[CH:54][C:53]=1[CH:59]([NH2:61])[CH3:60]. Product: [F:51][C:52]1[CH:57]=[C:56]([F:58])[CH:55]=[CH:54][C:53]=1[CH:59]([NH:61][C:43]([NH:4][C:3]1[CH:5]=[CH:6][C:7]([O:9][C:10]2[C:19]3[C:14](=[CH:15][C:16]([O:22][CH2:23][CH2:24][CH2:25][N:26]4[CH2:27][CH2:28][O:29][CH2:30][CH2:31]4)=[C:17]([O:20][CH3:21])[CH:18]=3)[N:13]=[CH:12][CH:11]=2)=[CH:8][C:2]=1[F:1])=[O:49])[CH3:60]. The catalyst class is: 22. (3) The catalyst class is: 6. Product: [CH:21]1[C:33]2[CH:32]([CH2:34][O:35][C:36]([NH:7][CH:8]([CH3:20])[CH2:9][C:10]3[C:18]4[C:13](=[CH:14][CH:15]=[C:16]([OH:19])[CH:17]=4)[NH:12][N:11]=3)=[O:37])[C:31]3[C:26](=[CH:27][CH:28]=[CH:29][CH:30]=3)[C:25]=2[CH:24]=[CH:23][CH:22]=1. Reactant: O1CCOCC1.[NH2:7][CH:8]([CH3:20])[CH2:9][C:10]1[C:18]2[C:13](=[CH:14][CH:15]=[C:16]([OH:19])[CH:17]=2)[NH:12][N:11]=1.[CH:21]1[C:33]2[CH:32]([CH2:34][O:35][C:36](Cl)=[O:37])[C:31]3[C:26](=[CH:27][CH:28]=[CH:29][CH:30]=3)[C:25]=2[CH:24]=[CH:23][CH:22]=1.C(=O)(O)[O-].[Na+]. (4) Reactant: [CH2:1]([O:3][P:4](/[CH:9]=[CH:10]/[C:11]1[C:12]([O:22][CH2:23][C:24]2[CH:25]=[CH:26][C:27]([O:34][CH2:35][C:36]3[N:37]=[C:38]([C:42]4[O:43][CH:44]=[CH:45][CH:46]=4)[O:39][C:40]=3[CH3:41])=[C:28]([CH:33]=2)[C:29]([O:31]C)=[O:30])=[N:13][N:14]([C:16]2[CH:21]=[CH:20][CH:19]=[CH:18][CH:17]=2)[CH:15]=1)([O:6][CH2:7][CH3:8])=[O:5])[CH3:2].O1CCCC1.[OH-].[Na+].Cl. Product: [CH2:7]([O:6][P:4](/[CH:9]=[CH:10]/[C:11]1[C:12]([O:22][CH2:23][C:24]2[CH:25]=[CH:26][C:27]([O:34][CH2:35][C:36]3[N:37]=[C:38]([C:42]4[O:43][CH:44]=[CH:45][CH:46]=4)[O:39][C:40]=3[CH3:41])=[C:28]([CH:33]=2)[C:29]([OH:31])=[O:30])=[N:13][N:14]([C:16]2[CH:21]=[CH:20][CH:19]=[CH:18][CH:17]=2)[CH:15]=1)([O:3][CH2:1][CH3:2])=[O:5])[CH3:8]. The catalyst class is: 97. (5) Reactant: [NH2:1][C:2]1[CH:10]=[CH:9][C:8]([Cl:11])=[C:7]2[C:3]=1[CH:4]=[N:5][N:6]2[C:12](=[O:14])[CH3:13].FC(F)(F)S(O[C:21]1[C:29]2[C:24](=[CH:25][N:26]=[CH:27][CH:28]=2)[O:23][C:22]=1[C:30]1[N:35]=[CH:34][CH:33]=[CH:32][N:31]=1)(=O)=O.P([O-])([O-])([O-])=O.[K+].[K+].[K+].CC1(C)C2C(=C(P(C3C=CC=CC=3)C3C=CC=CC=3)C=CC=2)OC2C(P(C3C=CC=CC=3)C3C=CC=CC=3)=CC=CC1=2. Product: [Cl:11][C:8]1[CH:9]=[CH:10][C:2]([NH:1][C:21]2[C:29]3[C:24](=[CH:25][N:26]=[CH:27][CH:28]=3)[O:23][C:22]=2[C:30]2[N:35]=[CH:34][CH:33]=[CH:32][N:31]=2)=[C:3]2[C:7]=1[N:6]([C:12](=[O:14])[CH3:13])[N:5]=[CH:4]2. The catalyst class is: 110. (6) Reactant: [I:1][C:2]1[CH:3]=[C:4]([CH:8]=[CH:9][CH:10]=1)[C:5](O)=[O:6].CC[N:13](C(C)C)C(C)C.C1C=CC2N(O)N=NC=2C=1.CCN=C=NCCCN(C)C.Cl.C(=O)([O-])[O-].[NH4+].[NH4+]. Product: [I:1][C:2]1[CH:3]=[C:4]([CH:8]=[CH:9][CH:10]=1)[C:5]([NH2:13])=[O:6]. The catalyst class is: 144. (7) Reactant: C([O:8][C:9]1[C:10]2[C:11]3[N:21]=[C:20]([C:22]4[CH:27]=[CH:26][CH:25]=[CH:24][CH:23]=4)[CH:19]=[C:18]([C:28]([O:30][CH3:31])=[O:29])[C:12]=3[NH:13][C:14]=2[CH:15]=[CH:16][CH:17]=1)C1C=CC=CC=1.C([O-])=O.[NH4+]. Product: [OH:8][C:9]1[C:10]2[C:11]3[N:21]=[C:20]([C:22]4[CH:27]=[CH:26][CH:25]=[CH:24][CH:23]=4)[CH:19]=[C:18]([C:28]([O:30][CH3:31])=[O:29])[C:12]=3[NH:13][C:14]=2[CH:15]=[CH:16][CH:17]=1. The catalyst class is: 50. (8) Reactant: [N:1]1[CH:6]=[CH:5][N:4]=[CH:3][C:2]=1[NH2:7].CS(C)=O.[F:12][C:13]1[CH:14]=[C:15]([C:23]2[CH:28]=[CH:27][C:26]([N:29]3[C:38]4[C:33](=[CH:34][C:35]([S:39](OC5C(F)=C(F)C(F)=C(F)C=5F)(=[O:41])=[O:40])=[CH:36][CH:37]=4)[CH:32]=[CH:31][C:30]3=[O:54])=[C:25]([O:55][CH3:56])[CH:24]=2)[CH:16]=[C:17]([C:19]([F:22])([F:21])[F:20])[CH:18]=1.C[Si]([N-][Si](C)(C)C)(C)C.[Li+]. Product: [F:12][C:13]1[CH:14]=[C:15]([C:23]2[CH:28]=[CH:27][C:26]([N:29]3[C:38]4[C:33](=[CH:34][C:35]([S:39]([NH:7][C:2]5[CH:3]=[N:4][CH:5]=[CH:6][N:1]=5)(=[O:40])=[O:41])=[CH:36][CH:37]=4)[CH:32]=[CH:31][C:30]3=[O:54])=[C:25]([O:55][CH3:56])[CH:24]=2)[CH:16]=[C:17]([C:19]([F:20])([F:21])[F:22])[CH:18]=1. The catalyst class is: 476. (9) Reactant: C([O:3][C:4](=[O:33])[CH2:5][CH2:6][CH2:7][N:8]1[CH2:16][CH2:15][N:14]([CH2:17][C:18]([O:20]C(C)(C)C)=[O:19])[CH2:13][CH2:12][N:11]([CH2:25][C:26]([O:28]C(C)(C)C)=[O:27])[CH2:10][CH2:9]1)C.[Li+].[OH-]. Product: [C:18]([CH2:17][N:14]1[CH2:13][CH2:12][N:11]([CH2:25][C:26]([OH:28])=[O:27])[CH2:10][CH2:9][N:8]([CH2:7][CH2:6][CH2:5][C:4]([OH:33])=[O:3])[CH2:16][CH2:15]1)([OH:20])=[O:19]. The catalyst class is: 8.